From a dataset of Reaction yield outcomes from USPTO patents with 853,638 reactions. Predict the reaction yield, written as a fraction of the theoretical maximum amount of product (1.0 means a 100% yield; for example, 0.34 means a 34% yield). (1) The reactants are NN.CC([N:7]([CH2:11][CH2:12][CH:13]([N:20]1C(=O)C2C(=CC=CC=2)C1=O)[C:14]1[CH:19]=[CH:18][CH:17]=[CH:16][CH:15]=1)[C:8](=[O:10])[O-:9])(C)C. The catalyst is C1COCC1.CO. The product is [NH2:20][CH:13]([C:14]1[CH:15]=[CH:16][CH:17]=[CH:18][CH:19]=1)[CH2:12][CH2:11][NH:7][C:8](=[O:10])[O:9][C:14]([CH3:19])([CH3:15])[CH3:13]. The yield is 0.760. (2) The reactants are C1COCC1.[F:6][C:7]1[CH:12]=[CH:11][C:10]([Mg]Br)=[CH:9][CH:8]=1.[CH2:15]([C:19]1[CH:24]=[CH:23][C:22](Cl)=[CH:21][CH:20]=1)[CH2:16][CH2:17][CH3:18].[Cl-].C(C1C=CC=C(C(C)C)C=1[NH+]1CCN(C2C(C(C)C)=CC=CC=2C(C)C)C1)(C)C. The catalyst is CCCCC. The product is [CH2:15]([C:19]1[CH:24]=[CH:23][C:22]([C:10]2[CH:11]=[CH:12][C:7]([F:6])=[CH:8][CH:9]=2)=[CH:21][CH:20]=1)[CH2:16][CH2:17][CH3:18]. The yield is 0.870. (3) The reactants are Br[C:2]1[CH:7]=[CH:6][C:5]([C:8](=[O:10])[CH3:9])=[CH:4][C:3]=1[CH3:11].[C:12](=O)([O-:14])[O-:13].[K+].[K+].C.[C]=O.Cl. The product is [C:8]([C:5]1[CH:6]=[CH:7][C:2]([C:12]([OH:14])=[O:13])=[C:3]([CH3:11])[CH:4]=1)(=[O:10])[CH3:9]. The yield is 0.900. The catalyst is [Br-].C([N+](CCCC)(CCCC)CCCC)CCC.[Pd].C1(P(C2C=CC=CC=2)CCCP(C2C=CC=CC=2)C2C=CC=CC=2)C=CC=CC=1.O.C1(C)C=CC=CC=1.